This data is from Human Reference Interactome with 51,813 positive PPI pairs across 8,248 proteins, plus equal number of experimentally-validated negative pairs. The task is: Binary Classification. Given two protein amino acid sequences, predict whether they physically interact or not. (1) Protein 1 (ENSG00000116981) has sequence MEPGQPREPQEPREPGPGAETAAAPVWEEAKIFYDNLAPKKKPKSPKPQNAVTIAVSSRALFRMDEEQQIYTEQGVEEYVRYQLEHENEPFSPGPAFPFVKALEAVNRRLRELYPDSEDVFDIVLMTNNHAQVGVRLINSINHYDLFIERFCMTGGNSPICYLKAYHTNLYLSADAEKVREAIDEGIAAATIFSPSRDVVVSQSQLRVAFDGDAVLFSDESERIVKAHGLDRFFEHEKAHENKPLAQGPLKGFLEALGRLQKKFYSKGLRLECPIRTYLVTARSAASSGARALKTLRSWG.... Protein 2 (ENSG00000169020) has sequence MVPPVQVSPLIKLGRYSALFLGVAYGATRYNYLKPRAEEERRIAAEEKKKQDELKRIARELAEDDSILK*. Result: 0 (the proteins do not interact). (2) Protein 1 (ENSG00000120833) has sequence MTLRCLEPSGNGGEGTRSQWGTAGSAEEPSPQAARLAKALRELGQTGWYWGSMTVNEAKEKLKEAPEGTFLIRDSSHSDYLLTISVKTSAGPTNLRIEYQDGKFRLDSIICVKSKLKQFDSVVHLIDYYVQMCKDKRTGPEAPRNGTVHLYLTKPLYTSAPSLQHLCRLTINKCTGAIWGLPLPTRLKDYLEEYKFQV*MTLRCLEPSGNGGEGTRSQWGTAGSAEEPSPQAARLAKALRELGQTGREPIGRDACGRERLPKEAARKRGRGGKQRIRWKYVPCFQGTAESTLAGSWVLGN.... Protein 2 (ENSG00000139193) has sequence MARPHPWWLCVLGTLVGLSATPAPKSCPERHYWAQGKLCCQMCEPGTFLVKDCDQHRKAAQCDPCIPGVSFSPDHHTRPHCESCRHCNSGLLVRNCTITANAECACRNGWQCRDKECTECDPLPNPSLTARSSQALSPHPQPTHLPYVSEMLEARTAGHMQTLADFRQLPARTLSTHWPPQRSLCSSDFIRILVIFSGMFLVFTLAGALFLHQRRKYRSNKGESPVEPAEPCHYSCPREEEGSTIPIQEDYRKPEPACSP*. Result: 0 (the proteins do not interact).